From a dataset of Reaction yield outcomes from USPTO patents with 853,638 reactions. Predict the reaction yield, written as a fraction of the theoretical maximum amount of product (1.0 means a 100% yield; for example, 0.34 means a 34% yield). (1) The reactants are [CH3:1][O:2][C:3]1[CH:4]=[C:5]2[C:10](=[CH:11][CH:12]=1)[CH:9]=[C:8]([C:13](=O)[CH2:14][CH2:15][C:16]([C:18]1[CH:23]=[CH:22][CH:21]=[CH:20][CH:19]=1)=O)[CH:7]=[CH:6]2.[CH2:25]([NH2:32])[C:26]1[CH:31]=[CH:30][CH:29]=[CH:28][CH:27]=1. The catalyst is C(Cl)Cl. The product is [CH2:25]([N:32]1[C:16]([C:18]2[CH:23]=[CH:22][CH:21]=[CH:20][CH:19]=2)=[CH:15][CH:14]=[C:13]1[C:8]1[CH:7]=[CH:6][C:5]2[C:10](=[CH:11][CH:12]=[C:3]([O:2][CH3:1])[CH:4]=2)[CH:9]=1)[C:26]1[CH:31]=[CH:30][CH:29]=[CH:28][CH:27]=1. The yield is 0.870. (2) The reactants are [C:1]1([CH:7]([C:21]2[CH:26]=[CH:25][CH:24]=[CH:23][CH:22]=2)[N:8]2[CH2:11][CH:10]([NH:12][NH:13]C(OC(C)(C)C)=O)[CH2:9]2)[CH:6]=[CH:5][CH:4]=[CH:3][CH:2]=1.[ClH:27]. The catalyst is O1CCOCC1. The product is [ClH:27].[ClH:27].[C:21]1([CH:7]([C:1]2[CH:6]=[CH:5][CH:4]=[CH:3][CH:2]=2)[N:8]2[CH2:11][CH:10]([NH:12][NH2:13])[CH2:9]2)[CH:22]=[CH:23][CH:24]=[CH:25][CH:26]=1. The yield is 0.850. (3) The reactants are C([O:8][CH2:9][C:10]1[N:11]([CH2:27][C:28]2[CH:33]=[CH:32][N:31]=[CH:30][CH:29]=2)[C:12]([S:18][C:19]2[CH:24]=[CH:23][CH:22]=[C:21]([O:25][CH3:26])[CH:20]=2)=[C:13]([CH:15]([CH3:17])[CH3:16])[N:14]=1)C1C=CC=CC=1.Cl. The catalyst is CCO. The product is [CH:15]([C:13]1[N:14]=[C:10]([CH2:9][OH:8])[N:11]([CH2:27][C:28]2[CH:29]=[CH:30][N:31]=[CH:32][CH:33]=2)[C:12]=1[S:18][C:19]1[CH:24]=[CH:23][CH:22]=[C:21]([O:25][CH3:26])[CH:20]=1)([CH3:17])[CH3:16]. The yield is 0.870. (4) The reactants are [Br:1][C:2]1[CH:3]=[C:4](/[C:9](/[CH3:13])=[CH:10]/[CH2:11][OH:12])[CH:5]=[C:6]([Br:8])[CH:7]=1.[CH2:14]([O:16][C@@H:17]([CH2:23][C:24]1[CH:29]=[CH:28][C:27](O)=[CH:26][CH:25]=1)[C:18]([O:20][CH2:21][CH3:22])=[O:19])[CH3:15]. No catalyst specified. The product is [Br:1][C:2]1[CH:3]=[C:4](/[C:9](/[CH3:13])=[CH:10]/[CH2:11][O:12][C:27]2[CH:26]=[CH:25][C:24]([CH2:23][C@H:17]([O:16][CH2:14][CH3:15])[C:18]([O:20][CH2:21][CH3:22])=[O:19])=[CH:29][CH:28]=2)[CH:5]=[C:6]([Br:8])[CH:7]=1. The yield is 0.810. (5) The reactants are Br[C:2]1[CH:3]=[N:4][CH:5]=[C:6]2[C:11]=1[N:10]=[C:9]([C:12]([NH:14][CH2:15][C:16]1[CH:21]=[CH:20][N:19]=[CH:18][CH:17]=1)=[O:13])[CH:8]=[CH:7]2.[N:22]1[CH:27]=[CH:26][C:25](B(O)O)=[CH:24][CH:23]=1.C(=O)([O-])[O-].[Cs+].[Cs+]. The catalyst is O1CCOCC1.O.C1(P([C-]2C=CC=C2)C2C=CC=CC=2)C=CC=CC=1.[C-]1(P(C2C=CC=CC=2)C2C=CC=CC=2)C=CC=C1.[Fe+2].[Pd](Cl)Cl. The product is [N:22]1[CH:27]=[CH:26][C:25]([C:2]2[CH:3]=[N:4][CH:5]=[C:6]3[C:11]=2[N:10]=[C:9]([C:12]([NH:14][CH2:15][C:16]2[CH:21]=[CH:20][N:19]=[CH:18][CH:17]=2)=[O:13])[CH:8]=[CH:7]3)=[CH:24][CH:23]=1. The yield is 0.440.